From a dataset of Full USPTO retrosynthesis dataset with 1.9M reactions from patents (1976-2016). Predict the reactants needed to synthesize the given product. (1) Given the product [Cl:25][C:26]1[C:27]([C:7]2[CH:12]=[CH:11][C:10]([F:13])=[C:9]([NH:14][CH2:15][C:16]3[CH:21]=[CH:20][CH:19]=[C:18]([F:22])[CH:17]=3)[N:8]=2)=[CH:28][C:29]([F:32])=[N:30][CH:31]=1, predict the reactants needed to synthesize it. The reactants are: FC(F)(F)S(O[C:7]1[CH:12]=[CH:11][C:10]([F:13])=[C:9]([NH:14][CH2:15][C:16]2[CH:21]=[CH:20][CH:19]=[C:18]([F:22])[CH:17]=2)[N:8]=1)(=O)=O.[Cl:25][C:26]1[C:27](B(O)O)=[CH:28][C:29]([F:32])=[N:30][CH:31]=1.C(=O)([O-])[O-].[Na+].[Na+]. (2) Given the product [Cl:1][C:2]1[CH:7]=[CH:6][C:5]([C:14]([C@H:16]2[CH2:20][CH2:19][CH2:18][N:17]2[C:21]([O:23][C:24]([CH3:27])([CH3:26])[CH3:25])=[O:22])=[O:15])=[CH:4][C:3]=1[F:10], predict the reactants needed to synthesize it. The reactants are: [Cl:1][C:2]1[CH:7]=[CH:6][C:5]([Mg]Br)=[CH:4][C:3]=1[F:10].CON(C)[C:14]([C@H:16]1[CH2:20][CH2:19][CH2:18][N:17]1[C:21]([O:23][C:24]([CH3:27])([CH3:26])[CH3:25])=[O:22])=[O:15]. (3) Given the product [CH3:1][N:2]1[CH2:7][CH2:6][N:5]([CH:8]([C:11]2[CH:12]=[N:13][CH:14]=[CH:15][CH:16]=2)[C:9]([NH2:10])=[O:17])[CH2:4][CH2:3]1, predict the reactants needed to synthesize it. The reactants are: [CH3:1][N:2]1[CH2:7][CH2:6][N:5]([CH:8]([C:11]2[CH:12]=[N:13][CH:14]=[CH:15][CH:16]=2)[C:9]#[N:10])[CH2:4][CH2:3]1.[OH:17]S(O)(=O)=O.[NH4+].[OH-]. (4) The reactants are: ClC(N(C)C)=C(C)C.[F:9][C:10]1[C:11]([O:42][CH3:43])=[N:12][C:13]([N:17]2[CH2:21][CH:20]([CH2:22]O)[C:19]([NH:30][C:31]([NH:33][C:34](=[O:41])[C:35]3[CH:40]=[CH:39][CH:38]=[CH:37][CH:36]=3)=[S:32])([C:24]3[CH:29]=[N:28][CH:27]=[CH:26][N:25]=3)[CH2:18]2)=[N:14][C:15]=1[CH3:16].C(=O)(O)[O-].[Na+]. Given the product [F:9][C:10]1[C:11]([O:42][CH3:43])=[N:12][C:13]([N:17]2[CH2:21][CH:20]3[C:19]([C:24]4[CH:29]=[N:28][CH:27]=[CH:26][N:25]=4)([N:30]=[C:31]([NH:33][C:34](=[O:41])[C:35]4[CH:36]=[CH:37][CH:38]=[CH:39][CH:40]=4)[S:32][CH2:22]3)[CH2:18]2)=[N:14][C:15]=1[CH3:16], predict the reactants needed to synthesize it.